From a dataset of NCI-60 drug combinations with 297,098 pairs across 59 cell lines. Regression. Given two drug SMILES strings and cell line genomic features, predict the synergy score measuring deviation from expected non-interaction effect. (1) Cell line: NCI-H226. Synergy scores: CSS=13.1, Synergy_ZIP=-6.72, Synergy_Bliss=-3.19, Synergy_Loewe=-4.55, Synergy_HSA=0.735. Drug 1: C1=CC(=CC=C1CCC2=CNC3=C2C(=O)NC(=N3)N)C(=O)NC(CCC(=O)O)C(=O)O. Drug 2: CC1CCC2CC(C(=CC=CC=CC(CC(C(=O)C(C(C(=CC(C(=O)CC(OC(=O)C3CCCCN3C(=O)C(=O)C1(O2)O)C(C)CC4CCC(C(C4)OC)O)C)C)O)OC)C)C)C)OC. (2) Drug 2: CN(CC1=CN=C2C(=N1)C(=NC(=N2)N)N)C3=CC=C(C=C3)C(=O)NC(CCC(=O)O)C(=O)O. Synergy scores: CSS=49.7, Synergy_ZIP=-11.0, Synergy_Bliss=-4.63, Synergy_Loewe=-4.75, Synergy_HSA=-0.348. Cell line: OVCAR3. Drug 1: CC1OCC2C(O1)C(C(C(O2)OC3C4COC(=O)C4C(C5=CC6=C(C=C35)OCO6)C7=CC(=C(C(=C7)OC)O)OC)O)O. (3) Drug 1: CC12CCC(CC1=CCC3C2CCC4(C3CC=C4C5=CN=CC=C5)C)O. Drug 2: C1CCC(C1)C(CC#N)N2C=C(C=N2)C3=C4C=CNC4=NC=N3. Cell line: HS 578T. Synergy scores: CSS=-0.462, Synergy_ZIP=2.16, Synergy_Bliss=7.87, Synergy_Loewe=-0.0415, Synergy_HSA=1.40. (4) Drug 1: CC1C(C(CC(O1)OC2CC(CC3=C2C(=C4C(=C3O)C(=O)C5=C(C4=O)C(=CC=C5)OC)O)(C(=O)CO)O)N)O.Cl. Drug 2: C1CCC(CC1)NC(=O)N(CCCl)N=O. Cell line: SNB-75. Synergy scores: CSS=4.00, Synergy_ZIP=-2.64, Synergy_Bliss=-1.89, Synergy_Loewe=-1.11, Synergy_HSA=-1.38. (5) Drug 1: C1=NC2=C(N=C(N=C2N1C3C(C(C(O3)CO)O)F)Cl)N. Drug 2: C(CN)CNCCSP(=O)(O)O. Cell line: NCI-H522. Synergy scores: CSS=14.2, Synergy_ZIP=-2.02, Synergy_Bliss=1.86, Synergy_Loewe=-18.7, Synergy_HSA=2.89.